Predict the reactants needed to synthesize the given product. From a dataset of Full USPTO retrosynthesis dataset with 1.9M reactions from patents (1976-2016). (1) The reactants are: [Cl:1][C:2]1[CH:7]=[CH:6][C:5]([C:8]2[CH:13]=[CH:12][N:11]=[C:10]([NH:14][C:15]3[CH:20]=[CH:19][C:18]([C:21]([N:23]4[CH2:28][CH2:27][N:26]([CH2:29][C:30]([OH:32])=O)[CH2:25][CH2:24]4)=[O:22])=[CH:17][CH:16]=3)[N:9]=2)=[CH:4][CH:3]=1.C1C=C[C:36]2N(O)N=[N:39][C:37]=2C=1.CCN=C=NCCCN(C)C.C(N)C. Given the product [Cl:1][C:2]1[CH:3]=[CH:4][C:5]([C:8]2[CH:13]=[CH:12][N:11]=[C:10]([NH:14][C:15]3[CH:16]=[CH:17][C:18]([C:21]([N:23]4[CH2:24][CH2:25][N:26]([CH2:29][C:30]([NH:39][CH2:37][CH3:36])=[O:32])[CH2:27][CH2:28]4)=[O:22])=[CH:19][CH:20]=3)[N:9]=2)=[CH:6][CH:7]=1, predict the reactants needed to synthesize it. (2) The reactants are: [CH2:1]([N:9]1[C:17]([C:18](OC)=[O:19])=[N:16][C:15]2[C:10]1=[N:11][CH:12]=[N:13][C:14]=2[NH2:22])[CH2:2][C:3]1[CH:8]=[CH:7][CH:6]=[CH:5][CH:4]=1.[H-].[Al+3].[Li+].[H-].[H-].[H-]. Given the product [CH2:1]([N:9]1[C:17]([CH2:18][OH:19])=[N:16][C:15]2[C:10]1=[N:11][CH:12]=[N:13][C:14]=2[NH2:22])[CH2:2][C:3]1[CH:4]=[CH:5][CH:6]=[CH:7][CH:8]=1, predict the reactants needed to synthesize it. (3) Given the product [Cl:14][C:15]1[CH:20]=[C:19]([C:2]2[CH:3]=[CH:4][C:5]3[N:11]4[CH2:12][C@H:8]([CH2:9][CH2:10]4)[NH:7][C:6]=3[N:13]=2)[CH:18]=[CH:17][CH:16]=1, predict the reactants needed to synthesize it. The reactants are: Cl[C:2]1[CH:3]=[CH:4][C:5]2[N:11]3[CH2:12][C@H:8]([CH2:9][CH2:10]3)[NH:7][C:6]=2[N:13]=1.[Cl:14][C:15]1[CH:16]=[C:17](B(O)O)[CH:18]=[CH:19][CH:20]=1.C([O-])([O-])=O.[Cs+].[Cs+]. (4) Given the product [CH3:1][C:2]1[CH:6]=[C:5]([CH3:7])[N:4]([C:8]2[N:13]=[C:12]([NH:14][C:15](=[O:17])[CH3:16])[CH:11]=[C:10]([C:18]3[CH:19]=[C:20]([CH:24]=[O:25])[CH:21]=[CH:22][C:23]=3[F:26])[N:9]=2)[N:3]=1, predict the reactants needed to synthesize it. The reactants are: [CH3:1][C:2]1[CH:6]=[C:5]([CH3:7])[N:4]([C:8]2[N:13]=[C:12]([NH:14][C:15](=[O:17])[CH3:16])[CH:11]=[C:10]([C:18]3[CH:23]=[CH:22][CH:21]=[C:20]([CH:24]=[O:25])[CH:19]=3)[N:9]=2)[N:3]=1.[F:26]C1C=CC(C=O)=CC=1B(O)O.